From a dataset of Full USPTO retrosynthesis dataset with 1.9M reactions from patents (1976-2016). Predict the reactants needed to synthesize the given product. (1) Given the product [CH2:9]([O:11][C:12]([C:13]1[CH:14]=[C:15]([OH:16])[C:4]2[C:3](=[CH:2][C:1]([CH3:8])=[CH:6][CH:5]=2)[N:7]=1)=[O:20])[CH3:10], predict the reactants needed to synthesize it. The reactants are: [C:1]1([CH3:8])[CH:6]=[CH:5][CH:4]=[C:3]([NH2:7])[CH:2]=1.[CH2:9]([O:11][C:12](=[O:20])[C:13]#[C:14][C:15](OCC)=[O:16])[CH3:10]. (2) Given the product [Cl:1][C:2]1[C:7]([C:14](=[O:16])[CH2:15][O:23][CH3:24])=[C:6]([Cl:10])[C:5]([F:11])=[CH:4][CH:3]=1, predict the reactants needed to synthesize it. The reactants are: [Cl:1][C:2]1[C:7](OC)=[C:6]([Cl:10])[C:5]([F:11])=[CH:4][C:3]=1Br.[Mg].[C:14](Cl)(=[O:16])[CH3:15].S(=O)(=O)(O)O.[O:23]1CCC[CH2:24]1.